From a dataset of Catalyst prediction with 721,799 reactions and 888 catalyst types from USPTO. Predict which catalyst facilitates the given reaction. (1) Reactant: C(N(CC)CC)C.[CH3:8][O:9][NH:10][C:11](=[O:20])[CH2:12][CH2:13][CH2:14][CH2:15][CH2:16][CH2:17][CH2:18][CH3:19].Cl[C:22]([O:24][CH3:25])=[O:23]. Product: [CH3:8][O:9][N:10]([C:22]([O:24][CH3:25])=[O:23])[C:11](=[O:20])[CH2:12][CH2:13][CH2:14][CH2:15][CH2:16][CH2:17][CH2:18][CH3:19]. The catalyst class is: 7. (2) Reactant: [C:1]1([CH3:11])[CH:6]=[CH:5][C:4]([S:7](Cl)(=[O:9])=[O:8])=[CH:3][CH:2]=1.[F:12][C:13]1[CH:25]=[CH:24][C:16]([CH2:17][N:18]2[CH2:22][CH2:21][O:20][C:19]2=[O:23])=[CH:15][CH:14]=1.C(N(CC)CC)C.[C:33](OCC)(=[O:35])C. Product: [CH3:11][C:1]1[CH:6]=[CH:5][C:4]([S:7]([O:35][CH2:33][CH:21]2[O:20][C:19](=[O:23])[N:18]([CH2:17][C:16]3[CH:24]=[CH:25][C:13]([F:12])=[CH:14][CH:15]=3)[CH2:22]2)(=[O:9])=[O:8])=[CH:3][CH:2]=1. The catalyst class is: 2. (3) Reactant: [OH:1][C:2]([C:16]1[CH:21]=[CH:20][C:19](/[C:22](=[N:24]/[OH:25])/[NH2:23])=[CH:18][CH:17]=1)([CH3:15])[CH2:3][N:4]1[CH2:9][CH2:8][CH2:7][C@H:6]([C:10]([O:12]CC)=[O:11])[CH2:5]1.[C:26]1([C:32]2[C:36]([C:37]([F:40])([F:39])[F:38])=[C:35]([C:41](F)=O)[O:34][N:33]=2)[CH:31]=[CH:30][CH:29]=[CH:28][CH:27]=1.CCN(C(C)C)C(C)C.CCCC[N+](CCCC)(CCCC)CCCC.[F-].C1COCC1. Product: [OH:1][C:2]([C:16]1[CH:17]=[CH:18][C:19]([C:22]2[N:23]=[C:41]([C:35]3[O:34][N:33]=[C:32]([C:26]4[CH:31]=[CH:30][CH:29]=[CH:28][CH:27]=4)[C:36]=3[C:37]([F:40])([F:38])[F:39])[O:25][N:24]=2)=[CH:20][CH:21]=1)([CH3:15])[CH2:3][N:4]1[CH2:9][CH2:8][CH2:7][C@H:6]([C:10]([OH:12])=[O:11])[CH2:5]1. The catalyst class is: 10. (4) Reactant: [Br:1][C:2]1[CH:3]=[C:4]([C:14]([NH:16][CH2:17][C:18]2[C:19](=[O:26])[NH:20][C:21]([CH3:25])=[CH:22][C:23]=2[CH3:24])=[O:15])[C:5]2[CH:10]=[N:9][N:8]([CH:11]([CH3:13])[CH3:12])[C:6]=2[N:7]=1.[CH3:27]S(C)=O.C1CN([P+](ON2N=NC3C=CC=CC2=3)(N2CCCC2)N2CCCC2)CC1.F[P-](F)(F)(F)(F)F.NCC1C(=O)NC(C)=CC=1CC. Product: [Br:1][C:2]1[CH:3]=[C:4]([C:14]([NH:16][CH2:17][C:18]2[C:19](=[O:26])[NH:20][C:21]([CH3:25])=[CH:22][C:23]=2[CH2:24][CH3:27])=[O:15])[C:5]2[CH:10]=[N:9][N:8]([CH:11]([CH3:13])[CH3:12])[C:6]=2[N:7]=1. The catalyst class is: 6. (5) Reactant: Cl.[NH2:2][C@@H:3]([CH2:17][CH:18]1[CH2:23][CH2:22][CH2:21][CH2:20][O:19]1)[C:4]([NH:6][C:7]1[CH:11]=[CH:10][N:9]([CH2:12][C:13]([OH:16])([CH3:15])[CH3:14])[N:8]=1)=[O:5].C(N(CC)C(C)C)(C)C.C1(C[C@H](N2[CH2:58][C:57]([O:59][C:60]3[C:65]([F:66])=[CH:64][CH:63]=[CH:62][C:61]=3[F:67])=[CH:56][C:55]2=[O:68])C(NC2C=CN(CC(O)(C)C)N=2)=O)CCCCC1. Product: [F:66][C:65]1[CH:64]=[CH:63][CH:62]=[C:61]([F:67])[C:60]=1[O:59][C:57]1[CH2:58][N:2]([C@@H:3]([CH2:17][CH:18]2[CH2:23][CH2:22][CH2:21][CH2:20][O:19]2)[C:4]([NH:6][C:7]2[CH:11]=[CH:10][N:9]([CH2:12][C:13]([OH:16])([CH3:14])[CH3:15])[N:8]=2)=[O:5])[C:55](=[O:68])[CH:56]=1. The catalyst class is: 5.